Dataset: Full USPTO retrosynthesis dataset with 1.9M reactions from patents (1976-2016). Task: Predict the reactants needed to synthesize the given product. (1) Given the product [Cl:16][C:17]1[CH:26]=[N:25][CH:24]=[CH:23][C:18]=1[C:19](=[O:21])[CH2:7][C:6]#[N:9], predict the reactants needed to synthesize it. The reactants are: [Li]CCCC.[CH:6]([NH:9]C(C)C)(C)[CH3:7].C(#N)C.[Cl:16][C:17]1[CH:26]=[N:25][CH:24]=[CH:23][C:18]=1[C:19]([O:21]C)=O. (2) Given the product [CH3:1][N:2]1[C:10]2[C:5](=[CH:6][CH:7]=[CH:8][CH:9]=2)[C:4]([C:11](=[O:15])[C:12]([O:18][CH3:17])=[O:13])=[CH:3]1, predict the reactants needed to synthesize it. The reactants are: [CH3:1][N:2]1[C:10]2[C:5](=[CH:6][CH:7]=[CH:8][CH:9]=2)[CH:4]=[CH:3]1.[C:11](Cl)(=[O:15])[C:12](Cl)=[O:13].[CH3:17][O-:18].[Na+].O. (3) Given the product [C:15]1([S:12]([C:2]([S:3]([C:6]2[CH:7]=[CH:8][CH:9]=[CH:10][CH:11]=2)(=[O:5])=[O:4])([F:1])[CH:42]([C:41]2[C:35]3[C:36](=[N:37][CH:38]=[C:33]([Br:32])[CH:34]=3)[NH:39][CH:40]=2)[C:44]2[C:49]([Cl:50])=[CH:48][CH:47]=[C:46]([F:51])[C:45]=2[Cl:52])(=[O:14])=[O:13])[CH:20]=[CH:19][CH:18]=[CH:17][CH:16]=1, predict the reactants needed to synthesize it. The reactants are: [F:1][CH:2]([S:12]([C:15]1[CH:20]=[CH:19][CH:18]=[CH:17][CH:16]=1)(=[O:14])=[O:13])[S:3]([C:6]1[CH:11]=[CH:10][CH:9]=[CH:8][CH:7]=1)(=[O:5])=[O:4].[Li]CCCC.CCCCCC.[Br:32][C:33]1[CH:34]=[C:35]2[C:41]([CH:42]([C:44]3[C:49]([Cl:50])=[CH:48][CH:47]=[C:46]([F:51])[C:45]=3[Cl:52])O)=[CH:40][NH:39][C:36]2=[N:37][CH:38]=1.S(Cl)(Cl)=O. (4) Given the product [CH2:9]([N:8]([CH2:11][CH3:12])[C:5]1[CH:6]=[CH:7][C:2]([B:18]([OH:20])[OH:19])=[CH:3][CH:4]=1)[CH3:10], predict the reactants needed to synthesize it. The reactants are: Br[C:2]1[CH:7]=[CH:6][C:5]([N:8]([CH2:11][CH3:12])[CH2:9][CH3:10])=[CH:4][CH:3]=1.C([Li])CCC.[B:18]([O-])([O-:20])[O-:19]. (5) The reactants are: Br[C:2]1[NH:3][C:4]2[C:9]([C:10]=1[CH:11]1[CH2:16][CH2:15][CH2:14][CH2:13][CH2:12]1)=[CH:8][CH:7]=[C:6]([C:17]([NH:19][S:20]([N:23]([CH3:25])[CH3:24])(=[O:22])=[O:21])=[O:18])[CH:5]=2.[CH3:26][O:27][C:28]1[CH:33]=[CH:32][C:31](B(O)O)=[C:30]([CH:37]=[O:38])[CH:29]=1.[Li+].[Cl-].C([O-])([O-])=O.[Na+].[Na+]. Given the product [CH:11]1([C:10]2[C:9]3[C:4](=[CH:5][C:6]([C:17]([NH:19][S:20]([N:23]([CH3:24])[CH3:25])(=[O:22])=[O:21])=[O:18])=[CH:7][CH:8]=3)[N:3]3[CH:37]([OH:38])[C:30]4[C:31]([C:2]=23)=[CH:32][CH:33]=[C:28]([O:27][CH3:26])[CH:29]=4)[CH2:12][CH2:13][CH2:14][CH2:15][CH2:16]1, predict the reactants needed to synthesize it. (6) Given the product [NH2:1][C@H:2]([C:5]([NH:7][C@H:8]([C:9]([OH:11])=[O:10])[CH:21]([CH3:22])[CH3:20])=[O:6])[CH2:3][SH:4], predict the reactants needed to synthesize it. The reactants are: [NH2:1][C@H:2]([C:5]([NH:7][CH2:8][C:9]([OH:11])=[O:10])=[O:6])[CH2:3][SH:4].SCCNCC(O)=O.[CH3:20][C:21]1[N+](CC2C=NC(C)=NC=2N)=CS[C:22]=1CCO.Cl.[Cl-].S(S([O-])=O)([O-])(=O)=O.[Na+].[Na+].